This data is from Full USPTO retrosynthesis dataset with 1.9M reactions from patents (1976-2016). The task is: Predict the reactants needed to synthesize the given product. (1) Given the product [C:10]1([S:16]([C:2]2[CH:9]=[CH:8][C:5]([CH:6]=[O:7])=[CH:4][CH:3]=2)(=[O:18])=[O:17])[CH:15]=[CH:14][CH:13]=[CH:12][CH:11]=1, predict the reactants needed to synthesize it. The reactants are: Cl[C:2]1[CH:9]=[CH:8][C:5]([CH:6]=[O:7])=[CH:4][CH:3]=1.[C:10]1([S:16]([O-:18])=[O:17])[CH:15]=[CH:14][CH:13]=[CH:12][CH:11]=1.[Na+]. (2) The reactants are: C(OC([N:8]1[C:12]2([CH2:17][CH2:16][N:15]([C:18]([O:20][C:21]([CH3:24])([CH3:23])[CH3:22])=[O:19])[CH2:14][CH2:13]2)[C:11](=[O:25])N(C(OC(C)(C)C)=O)C1=O)=O)(C)(C)C.[OH-:34].[Na+].Cl[C:37]([O:39][CH2:40][C:41]1[CH:46]=[CH:45][CH:44]=[CH:43][CH:42]=1)=[O:38]. Given the product [C:21]([O:20][C:18]([N:15]1[CH2:14][CH2:13][C:12]([NH:8][C:37]([O:39][CH2:40][C:41]2[CH:46]=[CH:45][CH:44]=[CH:43][CH:42]=2)=[O:38])([C:11]([OH:25])=[O:34])[CH2:17][CH2:16]1)=[O:19])([CH3:22])([CH3:23])[CH3:24], predict the reactants needed to synthesize it. (3) Given the product [C:25]([C:14]1[CH:15]=[C:16]([C:36]([OH:40])=[O:27])[C:17]2[C:18]([CH:19]=1)=[CH:31][CH:30]=[CH:29][CH:28]=2)#[N:22], predict the reactants needed to synthesize it. The reactants are: [C:14]1(P([C:14]2[CH:19]=[CH:18][CH:17]=[CH:16][CH:15]=2)[C:14]2[CH:19]=[CH:18][CH:17]=[CH:16][CH:15]=2)[CH:19]=[CH:18][CH:17]=[CH:16][CH:15]=1.C([N:22]([CH2:25]C)CC)C.[OH2:27].[CH3:28][CH2:29][CH2:30][CH:31](C)C.CN1CCC[C:36]1=[O:40]. (4) Given the product [Cl:1][C:2]1[CH:3]=[CH:4][C:5]([CH:8]2[CH:12]([C:13]3[CH:14]=[CH:15][C:16]([Cl:19])=[CH:17][CH:18]=3)[NH:11][C:10]([C:20]3[CH:25]=[CH:24][C:23]([C:26](=[O:28])[CH3:27])=[CH:22][C:21]=3[O:31][CH2:32][CH3:33])=[N:9]2)=[CH:6][CH:7]=1, predict the reactants needed to synthesize it. The reactants are: [Cl:1][C:2]1[CH:7]=[CH:6][C:5]([CH:8]2[CH:12]([C:13]3[CH:18]=[CH:17][C:16]([Cl:19])=[CH:15][CH:14]=3)[NH:11][C:10]([C:20]3[CH:25]=[CH:24][C:23]([C:26]([O:28]CC)=[CH2:27])=[CH:22][C:21]=3[O:31][CH2:32][CH3:33])=[N:9]2)=[CH:4][CH:3]=1.[OH-].[Na+].C(=O)([O-])[O-].[Na+].[Na+].